Task: Predict which catalyst facilitates the given reaction.. Dataset: Catalyst prediction with 721,799 reactions and 888 catalyst types from USPTO (1) Reactant: [Br:1][C:2]1[CH:7]=[CH:6][C:5]([CH:8]=[CH:9][C:10]([C:12]2[CH:17]=[CH:16][CH:15]=[CH:14][CH:13]=2)=O)=[CH:4][CH:3]=1.[SiH](CC)(CC)CC.C(O)(C(F)(F)F)=O. Product: [Br:1][C:2]1[CH:3]=[CH:4][C:5]([CH2:8][CH2:9][CH2:10][C:12]2[CH:13]=[CH:14][CH:15]=[CH:16][CH:17]=2)=[CH:6][CH:7]=1. The catalyst class is: 2. (2) Reactant: C([O:8][CH2:9][CH2:10][O:11][CH2:12][C:13]([O:15][C:16]([CH3:19])([CH3:18])[CH3:17])=[O:14])C1C=CC=CC=1. Product: [OH:8][CH2:9][CH2:10][O:11][CH2:12][C:13]([O:15][C:16]([CH3:19])([CH3:18])[CH3:17])=[O:14]. The catalyst class is: 29.